Dataset: Forward reaction prediction with 1.9M reactions from USPTO patents (1976-2016). Task: Predict the product of the given reaction. Given the reactants COC1C=C(OC)C=CC=1C[N:6]([C:31]1[CH:36]=[CH:35][N:34]=[CH:33][N:32]=1)[S:7]([C:10]1[CH:15]=[CH:14][C:13]([O:16][C@H:17]2[CH2:23][CH2:22][CH2:21][CH2:20][CH2:19][C@@H:18]2[C:24]2[N:28]([CH3:29])[N:27]=[CH:26][CH:25]=2)=[CH:12][C:11]=1[F:30])(=[O:9])=[O:8].C([SiH](CC)CC)C.FC(F)(F)C(O)=O, predict the reaction product. The product is: [F:30][C:11]1[CH:12]=[C:13]([O:16][C@H:17]2[CH2:23][CH2:22][CH2:21][CH2:20][CH2:19][C@@H:18]2[C:24]2[N:28]([CH3:29])[N:27]=[CH:26][CH:25]=2)[CH:14]=[CH:15][C:10]=1[S:7]([NH:6][C:31]1[CH:36]=[CH:35][N:34]=[CH:33][N:32]=1)(=[O:8])=[O:9].